Dataset: Reaction yield outcomes from USPTO patents with 853,638 reactions. Task: Predict the reaction yield, written as a fraction of the theoretical maximum amount of product (1.0 means a 100% yield; for example, 0.34 means a 34% yield). The reactants are [C:1]1([N:7]2[CH:11]=[N:10][C:9]([C:12]([OH:14])=O)=[N:8]2)[CH:6]=[CH:5][CH:4]=[CH:3][CH:2]=1.[N:15]1[N:19]2[CH:20]=[CH:21][N:22]=[C:23]([N:24]3[CH2:28][CH2:27][C@H:26]([NH2:29])[CH2:25]3)[C:18]2=[CH:17][CH:16]=1.C(N(CC)CC)C.CN(C(ON1N=NC2C=CC=NC1=2)=[N+](C)C)C.F[P-](F)(F)(F)(F)F. The catalyst is CS(C)=O. The product is [C:1]1([N:7]2[CH:11]=[N:10][C:9]([C:12]([NH:29][C@H:26]3[CH2:27][CH2:28][N:24]([C:23]4[C:18]5[N:19]([N:15]=[CH:16][CH:17]=5)[CH:20]=[CH:21][N:22]=4)[CH2:25]3)=[O:14])=[N:8]2)[CH:2]=[CH:3][CH:4]=[CH:5][CH:6]=1. The yield is 0.520.